From a dataset of NCI-60 drug combinations with 297,098 pairs across 59 cell lines. Regression. Given two drug SMILES strings and cell line genomic features, predict the synergy score measuring deviation from expected non-interaction effect. (1) Drug 1: CC1=C2C(C(=O)C3(C(CC4C(C3C(C(C2(C)C)(CC1OC(=O)C(C(C5=CC=CC=C5)NC(=O)C6=CC=CC=C6)O)O)OC(=O)C7=CC=CC=C7)(CO4)OC(=O)C)O)C)OC(=O)C. Drug 2: CC12CCC3C(C1CCC2O)C(CC4=C3C=CC(=C4)O)CCCCCCCCCS(=O)CCCC(C(F)(F)F)(F)F. Cell line: NCI-H322M. Synergy scores: CSS=-0.449, Synergy_ZIP=4.77, Synergy_Bliss=-1.22, Synergy_Loewe=-1.45, Synergy_HSA=-1.44. (2) Drug 1: CC1=CC2C(CCC3(C2CCC3(C(=O)C)OC(=O)C)C)C4(C1=CC(=O)CC4)C. Drug 2: CC1C(C(CC(O1)OC2CC(OC(C2O)C)OC3=CC4=CC5=C(C(=O)C(C(C5)C(C(=O)C(C(C)O)O)OC)OC6CC(C(C(O6)C)O)OC7CC(C(C(O7)C)O)OC8CC(C(C(O8)C)O)(C)O)C(=C4C(=C3C)O)O)O)O. Cell line: UO-31. Synergy scores: CSS=3.01, Synergy_ZIP=0.170, Synergy_Bliss=3.28, Synergy_Loewe=4.27, Synergy_HSA=4.20. (3) Drug 1: CCC1(CC2CC(C3=C(CCN(C2)C1)C4=CC=CC=C4N3)(C5=C(C=C6C(=C5)C78CCN9C7C(C=CC9)(C(C(C8N6C=O)(C(=O)OC)O)OC(=O)C)CC)OC)C(=O)OC)O.OS(=O)(=O)O. Drug 2: CC=C1C(=O)NC(C(=O)OC2CC(=O)NC(C(=O)NC(CSSCCC=C2)C(=O)N1)C(C)C)C(C)C. Cell line: MDA-MB-231. Synergy scores: CSS=53.9, Synergy_ZIP=-0.863, Synergy_Bliss=3.48, Synergy_Loewe=-10.4, Synergy_HSA=4.37. (4) Drug 1: COC1=NC(=NC2=C1N=CN2C3C(C(C(O3)CO)O)O)N. Drug 2: C1=NNC2=C1C(=O)NC=N2. Cell line: SF-268. Synergy scores: CSS=-1.66, Synergy_ZIP=1.30, Synergy_Bliss=1.01, Synergy_Loewe=-3.65, Synergy_HSA=-2.22. (5) Drug 1: C1CCC(C1)C(CC#N)N2C=C(C=N2)C3=C4C=CNC4=NC=N3. Drug 2: C1=NC2=C(N1)C(=S)N=C(N2)N. Cell line: MOLT-4. Synergy scores: CSS=57.5, Synergy_ZIP=0.875, Synergy_Bliss=1.68, Synergy_Loewe=-13.6, Synergy_HSA=2.82. (6) Drug 1: C1CC(=O)NC(=O)C1N2C(=O)C3=CC=CC=C3C2=O. Drug 2: COCCOC1=C(C=C2C(=C1)C(=NC=N2)NC3=CC=CC(=C3)C#C)OCCOC.Cl. Cell line: CCRF-CEM. Synergy scores: CSS=-0.976, Synergy_ZIP=-1.51, Synergy_Bliss=-2.43, Synergy_Loewe=-5.78, Synergy_HSA=-4.25. (7) Drug 1: CCC(=C(C1=CC=CC=C1)C2=CC=C(C=C2)OCCN(C)C)C3=CC=CC=C3.C(C(=O)O)C(CC(=O)O)(C(=O)O)O. Drug 2: CC12CCC3C(C1CCC2O)C(CC4=C3C=CC(=C4)O)CCCCCCCCCS(=O)CCCC(C(F)(F)F)(F)F. Cell line: HCT116. Synergy scores: CSS=16.8, Synergy_ZIP=-1.57, Synergy_Bliss=1.13, Synergy_Loewe=5.48, Synergy_HSA=5.84. (8) Drug 1: CC1=C(N=C(N=C1N)C(CC(=O)N)NCC(C(=O)N)N)C(=O)NC(C(C2=CN=CN2)OC3C(C(C(C(O3)CO)O)O)OC4C(C(C(C(O4)CO)O)OC(=O)N)O)C(=O)NC(C)C(C(C)C(=O)NC(C(C)O)C(=O)NCCC5=NC(=CS5)C6=NC(=CS6)C(=O)NCCC[S+](C)C)O. Cell line: NCI/ADR-RES. Drug 2: CS(=O)(=O)OCCCCOS(=O)(=O)C. Synergy scores: CSS=45.3, Synergy_ZIP=-2.29, Synergy_Bliss=-4.29, Synergy_Loewe=-52.0, Synergy_HSA=-4.30.